From a dataset of Human Reference Interactome with 51,813 positive PPI pairs across 8,248 proteins, plus equal number of experimentally-validated negative pairs. Binary Classification. Given two protein amino acid sequences, predict whether they physically interact or not. (1) Protein 1 (ENSG00000033627) has sequence MGELFRSEEMTLAQLFLQSEAAYCCVSELGELGKVQFRDLNPDVNVFQRKFVNEVRRCEEMDRKLRFVEKEIRKANIPIMDTGENPEVPFPRDMIDLEANFEKIENELKEINTNQEALKRNFLELTELKFILRKTQQFFDEAELHHQQMADPDLLEESSSLLEPSEMGRGTPLRLGFVAGVINRERIPTFERMLWRVCRGNVFLRQAEIENPLEDPVTGDYVHKSVFIIFFQGDQLKNRVKKICEGFRASLYPCPETPQERKEMASGVNTRIDDLQMVLNQTEDHRQRVLQAAAKNIRVW.... Protein 2 (ENSG00000163995) has sequence MSAVSQPQAAPSPLEKSPSTAILCNTCGNVCKGEVLRVQDKYFHIKCFVCKACGCDLAEGGFFVRQGEYICTLDYQRLYGTRCFSCDQFIEGEVVSALGKTYHPDCFVCAVCRLPFPPGDRVTFNGKECMCQKCSLPVSVGSSAHLSQGLRSCGGCGTEIKNGQALVALDKHWHLGCFKCKSCGKLLNAEYISKDGLPYCEADYHAKFGIRCDSCEKYITGRVLEAGEKHYHPSCALCVRCGQMFAEGEEMYLQGSSIWHPACRQAARTEDRNKETRTSSESIISVPASSTSGSPSRVIY.... Result: 1 (the proteins interact). (2) Protein 1 (ENSG00000163607) has sequence MAAPGLRLGAGRLFEMPAVLERLSRYNSTSQAFAEVLRLPKQQLRKLLYPLQEVERFLAPYGRQDLHLRIFDPSPEDIARADNIFTATERNRIDYVSSAVRIDHAPDLPRPELEENIFISG*MAAPGLRLGAGRLFEMPAVLERLSRYNSTSQAFAEVLRLPKQQLRKLLYPLQEVERFLAPYGRQDLHLRIFDPSPEDIARADNIFTATERNRIDYVSSAVRIDHAPDLPRPEGHTKKMNFFKVGKHFTVVDMPGYGFRAPEDFVDMVETYLKERRNLKRTFLLVDSVVGIQKTDNIAI.... Protein 2 (ENSG00000018610) has sequence MRPRDRSRVIDAAKHAHKFCNTEDEETMYLRRPEGIERQYRKKCAKCGLPLFYQSQPKNAPVTFIVDGAVVKFGQGFGKTNIYTQKQEPPKKVMMTKRTKDMGKFSSVTVSTIDEEEEEIEAREVADSYAQNAKVIEKQLERKGMSKRRLQELAELEAKKAKMKGTLIDNQFK*MPKVVSRSVVCSDTRDREEYDDGEKPLHVYYCLCGQMVLVLDCQLEKLPMRPRDRSRVIDAAKHAHKFCNTEDEETMYLRRCGLPLFYQSQPKNAPVTFIVDGAVVKFGQGFGKTNIYTQKQEPPK.... Result: 0 (the proteins do not interact).